Dataset: Full USPTO retrosynthesis dataset with 1.9M reactions from patents (1976-2016). Task: Predict the reactants needed to synthesize the given product. (1) Given the product [Br:8][C:5]1[CH:6]=[CH:7][C:2]2[N:1]=[C:20]([CH:17]3[CH2:19][CH2:18]3)[N:9]([C:10]3[CH:15]=[CH:14][N:13]=[C:12]([NH2:16])[N:11]=3)[C:3]=2[CH:4]=1, predict the reactants needed to synthesize it. The reactants are: [NH2:1][C:2]1[CH:7]=[CH:6][C:5]([Br:8])=[CH:4][C:3]=1[NH:9][C:10]1[CH:15]=[CH:14][N:13]=[C:12]([NH2:16])[N:11]=1.[CH:17]1([CH:20]=O)[CH2:19][CH2:18]1.OOS([O-])=O.[K+]. (2) Given the product [CH2:35]([CH:30]1[CH:31]=[C:32]([CH3:34])[CH2:33][CH:2]([CH3:1])[CH2:3][CH:4]([O:56][CH3:57])[CH:5]2[O:10][C:9]([OH:52])([CH:8]([CH3:53])[CH2:7][CH:6]2[O:54][CH3:55])[C:11](=[O:12])[C:13](=[O:14])[N:15]2[CH:20]([CH2:19][CH2:18][CH2:17][CH2:16]2)[C:21](=[O:22])[O:23][CH:24]([C:40]([CH3:51])=[CH:41][CH:42]2[CH2:43][CH2:44][CH:45]([O:50][C:58](=[O:64])[CH2:59][CH2:60][C:61]([OH:63])=[O:62])[CH:46]([O:48][CH3:49])[CH2:47]2)[CH:25]([CH3:39])[CH:26]([OH:38])[CH2:27][C:28]1=[O:29])[CH:36]=[CH2:37], predict the reactants needed to synthesize it. The reactants are: [CH3:1][C@H:2]1[CH2:33][C:32]([CH3:34])=[CH:31][C@@H:30]([CH2:35][CH:36]=[CH2:37])[C:28](=[O:29])[CH2:27][C@H:26]([OH:38])[C@@H:25]([CH3:39])[C@@H:24](/[C:40](/[CH3:51])=[CH:41]/[C@H:42]2[CH2:47][C@@H:46]([O:48][CH3:49])[C@H:45]([OH:50])[CH2:44][CH2:43]2)[O:23][C:21](=[O:22])[C@H:20]2[N:15]([CH2:16][CH2:17][CH2:18][CH2:19]2)[C:13](=[O:14])[C:11](=[O:12])[C@:9]2([OH:52])[O:10][C@@H:5]([C@@H:6]([O:54][CH3:55])[CH2:7][C@H:8]2[CH3:53])[C@@H:4]([O:56][CH3:57])[CH2:3]1.[C:58]1(=[O:64])[O:63][C:61](=[O:62])[CH2:60][CH2:59]1. (3) Given the product [Cl:25][C:8]1[C:9]([N:11]2[CH2:16][CH2:15][CH2:14][C@@H:13]([NH:17][C:18](=[O:24])[O:19][C:20]([CH3:21])([CH3:22])[CH3:23])[CH2:12]2)=[C:10]2[C:2]([NH:1][C:29](=[O:30])[CH2:28][O:27][CH3:26])=[CH:3][NH:4][C:5]2=[N:6][CH:7]=1, predict the reactants needed to synthesize it. The reactants are: [NH2:1][C:2]1[C:10]2[C:5](=[N:6][CH:7]=[C:8]([Cl:25])[C:9]=2[N:11]2[CH2:16][CH2:15][CH2:14][C@@H:13]([NH:17][C:18](=[O:24])[O:19][C:20]([CH3:23])([CH3:22])[CH3:21])[CH2:12]2)[NH:4][CH:3]=1.[CH3:26][O:27][CH2:28][C:29](Cl)=[O:30].C(N(CC)CC)C.[Li+].[OH-].